From a dataset of hERG potassium channel inhibition data for cardiac toxicity prediction from Karim et al.. Regression/Classification. Given a drug SMILES string, predict its toxicity properties. Task type varies by dataset: regression for continuous values (e.g., LD50, hERG inhibition percentage) or binary classification for toxic/non-toxic outcomes (e.g., AMES mutagenicity, cardiotoxicity, hepatotoxicity). Dataset: herg_karim. (1) The molecule is N#Cc1ccc2ccc(=O)n(CCN3CC[C@H](NCc4ccc5c(n4)NC(=O)CO5)[C@@H](F)C3)c2c1. The result is 0 (non-blocker). (2) The compound is CCc1nc2cc3c(cc2o1)CCN(CCCSc1nnc(-c2ccc(C(F)(F)F)cc2)n1C)CC3. The result is 1 (blocker).